From a dataset of Full USPTO retrosynthesis dataset with 1.9M reactions from patents (1976-2016). Predict the reactants needed to synthesize the given product. (1) Given the product [CH2:11]([N:6]1[CH:7]=[CH:8][CH:9]=[C:5]1[C:3]([O:2][CH3:1])=[O:4])[CH2:12][CH2:13][CH2:14][CH2:15][CH3:16], predict the reactants needed to synthesize it. The reactants are: [CH3:1][O:2][C:3]([C:5]1[NH:6][CH:7]=[CH:8][CH:9]=1)=[O:4].Br[CH2:11][CH2:12][CH2:13][CH2:14][CH2:15][CH3:16].C(=O)([O-])[O-].[K+].[K+].C(OCC)(=O)C. (2) Given the product [C:14]([C:13]([NH:12][C:2]1[CH:10]=[CH:9][C:5]([C:6]([OH:8])=[O:7])=[C:4]([F:11])[CH:3]=1)([CH3:18])[CH3:17])([OH:16])=[O:15], predict the reactants needed to synthesize it. The reactants are: Br[C:2]1[CH:10]=[CH:9][C:5]([C:6]([OH:8])=[O:7])=[C:4]([F:11])[CH:3]=1.[NH2:12][C:13]([CH3:18])([CH3:17])[C:14]([OH:16])=[O:15].C([O-])([O-])=O.[K+].[K+].C(C1CCCCC1=O)(=O)C. (3) Given the product [CH:18]1([CH2:21][O:22][C:23]2[CH:24]=[C:25]([CH:29]=[CH:30][C:31]=2[O:32][CH2:33][CH:34]2[CH2:36][CH2:35]2)[C:26]([NH:17][C@H:16]2[C@@H:11]([C:5]3[CH:6]=[CH:7][C:8]([O:9][CH3:10])=[C:3]([O:2][CH3:1])[CH:4]=3)[CH2:12][CH:13]=[CH:14][CH2:15]2)=[O:27])[CH2:19][CH2:20]1, predict the reactants needed to synthesize it. The reactants are: [CH3:1][O:2][C:3]1[CH:4]=[C:5]([C@@H:11]2[C@H:16]([NH2:17])[CH2:15][CH:14]=[CH:13][CH2:12]2)[CH:6]=[CH:7][C:8]=1[O:9][CH3:10].[CH:18]1([CH2:21][O:22][C:23]2[CH:24]=[C:25]([CH:29]=[CH:30][C:31]=2[O:32][CH2:33][CH:34]2[CH2:36][CH2:35]2)[C:26](Cl)=[O:27])[CH2:20][CH2:19]1.